Dataset: Forward reaction prediction with 1.9M reactions from USPTO patents (1976-2016). Task: Predict the product of the given reaction. (1) Given the reactants [OH-].[Na+].[CH3:3][C:4]([CH3:37])([CH2:9][O:10][C:11]1[CH:16]=[CH:15][C:14]([C:17]2[CH:26]=[C:25]3[C:20]([C:21]([C:28](=[O:36])[NH:29][C:30]4[CH:35]=[CH:34][CH:33]=[CH:32][CH:31]=4)=[CH:22][C:23]([CH3:27])=[N:24]3)=[CH:19][CH:18]=2)=[CH:13][N:12]=1)[C:5]([O:7]C)=[O:6].O1CCCC1.Cl, predict the reaction product. The product is: [CH3:3][C:4]([CH3:37])([CH2:9][O:10][C:11]1[CH:16]=[CH:15][C:14]([C:17]2[CH:26]=[C:25]3[C:20]([C:21]([C:28](=[O:36])[NH:29][C:30]4[CH:35]=[CH:34][CH:33]=[CH:32][CH:31]=4)=[CH:22][C:23]([CH3:27])=[N:24]3)=[CH:19][CH:18]=2)=[CH:13][N:12]=1)[C:5]([OH:7])=[O:6]. (2) Given the reactants [CH2:1]([N:8]=[C:9]=[O:10])[CH2:2][CH2:3][CH2:4][CH2:5][CH2:6][CH3:7].[CH3:11][NH:12][C:13]1[CH:14]=[C:15]([C:19]2[CH:24]=[CH:23][C:22](/[CH:25]=[C:26](\[CH2:32][CH3:33])/[C:27]([O:29][CH2:30][CH3:31])=[O:28])=[CH:21][CH:20]=2)[CH:16]=[CH:17][CH:18]=1, predict the reaction product. The product is: [CH2:1]([NH:8][C:9](=[O:10])[N:12]([C:13]1[CH:14]=[C:15]([C:19]2[CH:24]=[CH:23][C:22](/[CH:25]=[C:26](\[CH2:32][CH3:33])/[C:27]([O:29][CH2:30][CH3:31])=[O:28])=[CH:21][CH:20]=2)[CH:16]=[CH:17][CH:18]=1)[CH3:11])[CH2:2][CH2:3][CH2:4][CH2:5][CH2:6][CH3:7]. (3) Given the reactants Cl.[OH:2][C:3]1[CH:4]=[CH:5][C:6]([C:9]([O:11][CH3:12])=[O:10])=[N:7][CH:8]=1.C(=O)([O-])[O-].[K+].[K+].Cl[C:20]([F:30])([F:29])C(C1C=CC=CC=1)=O, predict the reaction product. The product is: [F:29][CH:20]([F:30])[O:2][C:3]1[CH:4]=[CH:5][C:6]([C:9]([O:11][CH3:12])=[O:10])=[N:7][CH:8]=1. (4) Given the reactants [C:1]([O:5][C:6]([N:8]1[CH2:11][CH:10]([C:12](O)=O)[CH2:9]1)=[O:7])([CH3:4])([CH3:3])[CH3:2].C1N=CN(C(N2C=NC=C2)=O)C=1.[NH2:27][C:28]1[CH:29]=[C:30]([CH:33]=[CH:34][C:35]=1[NH2:36])[C:31]#[N:32], predict the reaction product. The product is: [C:1]([O:5][C:6]([N:8]1[CH2:11][CH:10]([C:12]2[NH:36][C:35]3[CH:34]=[CH:33][C:30]([C:31]#[N:32])=[CH:29][C:28]=3[N:27]=2)[CH2:9]1)=[O:7])([CH3:4])([CH3:3])[CH3:2]. (5) Given the reactants [CH:1]1([C:4]2[CH:5]=[CH:6][CH:7]=[C:8]3[C:13]=2[N:12]=[C:11]([C:14]([N:16]2[CH2:21][CH2:20][C:19]4([CH2:30][C:29](=[O:31])[C:28]5[C:23](=[CH:24][CH:25]=[C:26]([C:32]6[CH:33]=[N:34][CH:35]=[C:36]([CH:40]=6)[C:37]([OH:39])=[O:38])[CH:27]=5)[O:22]4)[CH2:18][CH2:17]2)=[O:15])[CH:10]=[C:9]3[O:41][CH3:42])[CH2:3][CH2:2]1.[OH-].[Na+:44], predict the reaction product. The product is: [CH:1]1([C:4]2[CH:5]=[CH:6][CH:7]=[C:8]3[C:13]=2[N:12]=[C:11]([C:14]([N:16]2[CH2:21][CH2:20][C:19]4([CH2:30][C:29](=[O:31])[C:28]5[C:23](=[CH:24][CH:25]=[C:26]([C:32]6[CH:33]=[N:34][CH:35]=[C:36]([CH:40]=6)[C:37]([O-:39])=[O:38])[CH:27]=5)[O:22]4)[CH2:18][CH2:17]2)=[O:15])[CH:10]=[C:9]3[O:41][CH3:42])[CH2:3][CH2:2]1.[Na+:44]. (6) Given the reactants [Br:1][C:2]1[CH:3]=[C:4]2[C:9](=[CH:10][CH:11]=1)[CH2:8][NH:7][CH2:6][CH2:5]2.CC1(C)[O:17][C:16](=O)[CH2:15][O:14]1, predict the reaction product. The product is: [Br:1][C:2]1[CH:3]=[C:4]2[C:9](=[CH:10][CH:11]=1)[CH2:8][N:7]([C:15](=[O:14])[CH2:16][OH:17])[CH2:6][CH2:5]2.